From a dataset of Forward reaction prediction with 1.9M reactions from USPTO patents (1976-2016). Predict the product of the given reaction. (1) Given the reactants [CH:1]1([N:4]([CH:18]2[CH2:23][CH2:22][N:21]([C:24](=[NH:27])[NH:25][OH:26])[CH2:20][CH2:19]2)[C:5](=[O:17])[C:6]2[CH:11]=[CH:10][C:9]([C:12]3[O:16][CH:15]=[N:14][CH:13]=3)=[CH:8][CH:7]=2)[CH2:3][CH2:2]1.[N:28]1[CH:33]=[CH:32][N:31]=[CH:30][C:29]=1[C:34](Cl)=O, predict the reaction product. The product is: [CH:1]1([N:4]([CH:18]2[CH2:23][CH2:22][N:21]([C:24]3[N:27]=[C:34]([C:29]4[CH:30]=[N:31][CH:32]=[CH:33][N:28]=4)[O:26][N:25]=3)[CH2:20][CH2:19]2)[C:5](=[O:17])[C:6]2[CH:11]=[CH:10][C:9]([C:12]3[O:16][CH:15]=[N:14][CH:13]=3)=[CH:8][CH:7]=2)[CH2:3][CH2:2]1. (2) Given the reactants [Cl:1][C:2]1[N:6]([CH3:7])[N:5]=[C:4]([CH3:8])[C:3]=1[S:9](Cl)(=[O:11])=[O:10].[NH2:13][CH2:14][CH2:15][NH:16][C:17]1[CH:22]=[C:21]([C:23]2[CH:28]=[CH:27][CH:26]=[C:25]([CH3:29])[C:24]=2[CH3:30])[N:20]=[C:19]([NH2:31])[N:18]=1, predict the reaction product. The product is: [NH2:31][C:19]1[N:18]=[C:17]([NH:16][CH2:15][CH2:14][NH:13][S:9]([C:3]2[C:4]([CH3:8])=[N:5][N:6]([CH3:7])[C:2]=2[Cl:1])(=[O:11])=[O:10])[CH:22]=[C:21]([C:23]2[CH:28]=[CH:27][CH:26]=[C:25]([CH3:29])[C:24]=2[CH3:30])[N:20]=1.